Dataset: Peptide-MHC class I binding affinity with 185,985 pairs from IEDB/IMGT. Task: Regression. Given a peptide amino acid sequence and an MHC pseudo amino acid sequence, predict their binding affinity value. This is MHC class I binding data. (1) The peptide sequence is AYQATVCARA. The MHC is Patr-A0901 with pseudo-sequence Patr-A0901. The binding affinity (normalized) is 0.0334. (2) The peptide sequence is HTAAPWGSY. The MHC is HLA-B48:01 with pseudo-sequence HLA-B48:01. The binding affinity (normalized) is 0.0847. (3) The peptide sequence is LSDDSGLMV. The MHC is HLA-B58:01 with pseudo-sequence HLA-B58:01. The binding affinity (normalized) is 0.0847.